From a dataset of Forward reaction prediction with 1.9M reactions from USPTO patents (1976-2016). Predict the product of the given reaction. Given the reactants [CH2:1]1[O:9][C:8]2[CH:7]=[CH:6][C:5]([NH:10][C:11](=[O:22])[C@@H:12]([OH:21])[C@@H:13]([N:18]=[N+]=[N-])[CH2:14][CH2:15][CH2:16][CH3:17])=[CH:4][C:3]=2[O:2]1, predict the reaction product. The product is: [CH2:1]1[O:9][C:8]2[CH:7]=[CH:6][C:5]([NH:10][C:11](=[O:22])[C@@H:12]([OH:21])[C@@H:13]([NH2:18])[CH2:14][CH2:15][CH2:16][CH3:17])=[CH:4][C:3]=2[O:2]1.